This data is from Forward reaction prediction with 1.9M reactions from USPTO patents (1976-2016). The task is: Predict the product of the given reaction. (1) Given the reactants [C:1]1([C:7]2[S:8][C:9](/[CH:12]=[CH:13]/[C:14]([OH:16])=O)=[CH:10][N:11]=2)[CH:6]=[CH:5][CH:4]=[CH:3][CH:2]=1.C(OC(Cl)=O)C(C)C.[N-:25]=[N+:26]=[N-:27].[Na+], predict the reaction product. The product is: [C:1]1([C:7]2[S:8][C:9](/[CH:12]=[CH:13]/[C:14]([N:25]=[N+:26]=[N-:27])=[O:16])=[CH:10][N:11]=2)[CH:6]=[CH:5][CH:4]=[CH:3][CH:2]=1. (2) The product is: [F:1][C:2]1[CH:7]=[C:6]([N+:8]([O-:10])=[O:9])[CH:5]=[CH:4][C:3]=1[N:11]1[CH2:12][C@H:13]([CH3:20])[NH:14][C@H:15]([CH3:17])[CH2:16]1. Given the reactants [F:1][C:2]1[CH:7]=[C:6]([N+:8]([O-:10])=[O:9])[CH:5]=[CH:4][C:3]=1[N:11]1[CH2:16][C@@H:15]([CH3:17])[NH:14][CH2:13][C@@H:12]1C.F[C:20]1C=CC([N+]([O-])=O)=CC=1F.C[C@H]1CNC[C@@H](C)N1, predict the reaction product. (3) Given the reactants [OH:1][CH:2]=[C:3]1[CH2:15][CH2:14][C:13]2[C:12]3[C:7](=[CH:8][CH:9]=[C:10](C(O)=O)[CH:11]=3)[NH:6][C:5]=2[C:4]1=[O:19].[CH2:20]([O:22][C:23](=[O:29])[C:23]([O:22][CH2:20][CH3:21])=[O:29])[CH3:21].C1(=O)C2NC3C(=CC=CC=3)C=2CCC1, predict the reaction product. The product is: [OH:1][C:2](=[C:3]1[CH2:15][CH2:14][C:13]2[C:12]3[C:7](=[CH:8][CH:9]=[CH:10][CH:11]=3)[NH:6][C:5]=2[C:4]1=[O:19])[C:23]([O:22][CH2:20][CH3:21])=[O:29].